From a dataset of Ames mutagenicity test results for genotoxicity prediction. Regression/Classification. Given a drug SMILES string, predict its toxicity properties. Task type varies by dataset: regression for continuous values (e.g., LD50, hERG inhibition percentage) or binary classification for toxic/non-toxic outcomes (e.g., AMES mutagenicity, cardiotoxicity, hepatotoxicity). Dataset: ames. (1) The drug is CCC(C)C(C(CC(=O)N1CCCC1C(OC)C(C)C(=O)NC(Cc1ccccc1)c1nccs1)OC)N(C)C(=O)C(NC(=O)C(C(C)C)N(C)C)C(C)C. The result is 0 (non-mutagenic). (2) The result is 1 (mutagenic). The molecule is CC(CCl)OC(C)CCl. (3) The molecule is O=S(=O)(O)c1ccc(N=Nc2c(O)ccc3ccccc23)cc1. The result is 0 (non-mutagenic). (4) The molecule is CCCCCON=O. The result is 1 (mutagenic). (5) The molecule is CCCCC(CC)COC(=O)CCCCC(=O)O. The result is 0 (non-mutagenic). (6) The compound is CC=CCC=O. The result is 1 (mutagenic).